This data is from Catalyst prediction with 721,799 reactions and 888 catalyst types from USPTO. The task is: Predict which catalyst facilitates the given reaction. (1) Reactant: [CH3:1][S:2](Cl)(=[O:4])=[O:3].[F:6][C:7]1[CH:8]=[C:9]([C@@H:14]2[CH2:16][C@H:15]2[NH:17][C:18]2[C:19]3[N:30]=[N:29][N:28]([C@H:31]4[C@@H:35]5[O:36][C:37]([CH3:40])([CH3:39])[O:38][C@@H:34]5[C@@H:33]([O:41][CH2:42][CH2:43][OH:44])[CH2:32]4)[C:20]=3[N:21]=[C:22]([S:24][CH2:25][CH2:26][CH3:27])[N:23]=2)[CH:10]=[CH:11][C:12]=1[F:13]. Product: [CH3:1][S:2]([O:44][CH2:43][CH2:42][O:41][C@@H:33]1[C@@H:34]2[C@@H:35]([O:36][C:37]([CH3:39])([CH3:40])[O:38]2)[C@H:31]([N:28]2[C:20]3[N:21]=[C:22]([S:24][CH2:25][CH2:26][CH3:27])[N:23]=[C:18]([NH:17][C@@H:15]4[CH2:16][C@H:14]4[C:9]4[CH:10]=[CH:11][C:12]([F:13])=[C:7]([F:6])[CH:8]=4)[C:19]=3[N:30]=[N:29]2)[CH2:32]1)(=[O:4])=[O:3]. The catalyst class is: 2. (2) Reactant: [Cl:1][C:2]1[C:7]([Cl:8])=[CH:6][C:5]([C:9](=[O:11])[CH3:10])=[C:4]([OH:12])[CH:3]=1.[I:13]N1C(=O)CCC1=O. Product: [Cl:1][C:2]1[C:7]([Cl:8])=[CH:6][C:5]([C:9](=[O:11])[CH3:10])=[C:4]([OH:12])[C:3]=1[I:13]. The catalyst class is: 15. (3) Reactant: Cl.[NH2:2][C@@H:3]1[CH2:5][C@H:4]1[C:6]1[CH:11]=[CH:10][C:9]([NH:12][C:13]([C:15]2[CH:16]=[C:17]([C:21]3[CH:26]=[CH:25][CH:24]=[CH:23][CH:22]=3)[CH:18]=[CH:19][CH:20]=2)=[O:14])=[CH:8][CH:7]=1.[CH:27](=O)[C:28]1[CH:33]=[CH:32][CH:31]=[CH:30][CH:29]=1.C(=O)([O-])O.[Na+].[BH4-].[Na+]. Product: [CH2:27]([NH:2][C@@H:3]1[CH2:5][C@H:4]1[C:6]1[CH:7]=[CH:8][C:9]([NH:12][C:13]([C:15]2[CH:16]=[C:17]([C:21]3[CH:26]=[CH:25][CH:24]=[CH:23][CH:22]=3)[CH:18]=[CH:19][CH:20]=2)=[O:14])=[CH:10][CH:11]=1)[C:28]1[CH:33]=[CH:32][CH:31]=[CH:30][CH:29]=1. The catalyst class is: 24. (4) Reactant: [CH3:1][NH2:2].[CH2:3]([N:5]([CH2:8][CH3:9])[CH2:6][CH3:7])[CH3:4].[C:10](Cl)(=[O:17])[C:11]1[CH:16]=[CH:15][CH:14]=[CH:13][CH:12]=1. Product: [CH2:3]([N:5]1[CH2:8][CH2:9][CH:7]([C:12]2[CH:13]=[CH:14][CH:15]=[CH:16][C:11]=2[C:10]([NH:2][CH3:1])=[O:17])[CH2:6]1)[C:4]1[CH:15]=[CH:16][CH:11]=[CH:12][CH:13]=1. The catalyst class is: 4. (5) Reactant: C(N(CC)C(C)C)(C)C.[CH:10]1([N:13]2[CH:17]=[C:16]([C:18]3[CH:27]=[C:26]4[C:21]([NH:22][C@@H:23]([CH3:36])[CH2:24][N:25]4[C:28]([O:30][CH:31]4[CH2:35][CH2:34][CH2:33][CH2:32]4)=[O:29])=[CH:20][CH:19]=3)[CH:15]=[N:14]2)[CH2:12][CH2:11]1.Cl[C:38]([O:40][CH3:41])=[O:39]. Product: [CH:10]1([N:13]2[CH:17]=[C:16]([C:18]3[CH:27]=[C:26]4[C:21](=[CH:20][CH:19]=3)[N:22]([C:38]([O:40][CH3:41])=[O:39])[C@@H:23]([CH3:36])[CH2:24][N:25]4[C:28]([O:30][CH:31]3[CH2:32][CH2:33][CH2:34][CH2:35]3)=[O:29])[CH:15]=[N:14]2)[CH2:12][CH2:11]1. The catalyst class is: 26. (6) Reactant: [OH:1][C:2]1[CH:3]=[C:4]([CH:9]=[C:10]([O:12][CH3:13])[CH:11]=1)[C:5]([O:7][CH3:8])=[O:6].C([O-])([O-])=O.[K+].[K+].Br[CH2:21][CH2:22][O:23][CH2:24][C:25]1[CH:30]=[CH:29][CH:28]=[CH:27][CH:26]=1. Product: [CH2:24]([O:23][CH2:22][CH2:21][O:1][C:2]1[CH:3]=[C:4]([CH:9]=[C:10]([O:12][CH3:13])[CH:11]=1)[C:5]([O:7][CH3:8])=[O:6])[C:25]1[CH:30]=[CH:29][CH:28]=[CH:27][CH:26]=1. The catalyst class is: 31.